From a dataset of Catalyst prediction with 721,799 reactions and 888 catalyst types from USPTO. Predict which catalyst facilitates the given reaction. (1) Reactant: [C:1]([O:8][C:9]([CH3:12])([CH3:11])[CH3:10])(=[O:7])[CH2:2][C:3]([O:5][CH3:6])=[O:4].[H-].[Na+].[H][H].[F:17][C:18]1[C:25]([CH3:26])=[C:24](F)[CH:23]=[CH:22][C:19]=1[C:20]#[N:21]. Product: [C:20]([C:19]1[CH:22]=[CH:23][C:24]([CH:2]([C:3]([O:5][CH3:6])=[O:4])[C:1]([O:8][C:9]([CH3:12])([CH3:11])[CH3:10])=[O:7])=[C:25]([CH3:26])[C:18]=1[F:17])#[N:21]. The catalyst class is: 3. (2) The catalyst class is: 94. Product: [O:5]1[C:4]2[CH:11]=[CH:12][CH:13]=[CH:14][C:3]=2[CH2:1][NH:2][C:7](=[O:8])[CH2:6]1. Reactant: [C:1]([C:3]1[CH:14]=[CH:13][CH:12]=[CH:11][C:4]=1[O:5][CH2:6][C:7](OC)=[O:8])#[N:2]. (3) Reactant: Br[C:2]1[CH:3]=[CH:4][C:5]2[S:9](=[O:11])(=[O:10])[N:8]([CH2:12][CH2:13][NH:14][C:15](=[O:21])[O:16][C:17]([CH3:20])([CH3:19])[CH3:18])[CH2:7][C:6]=2[CH:22]=1.[F:23][C:24]1[CH:32]=[C:31]2[C:27]([C:28](B3OC(C)(C)C(C)(C)O3)=[CH:29][N:30]2[C:33]([O:35][C:36]([CH3:39])([CH3:38])[CH3:37])=[O:34])=[CH:26][CH:25]=1.[O-]P([O-])([O-])=O.[K+].[K+].[K+].N#N. Product: [C:17]([O:16][C:15]([NH:14][CH2:13][CH2:12][N:8]1[CH2:7][C:6]2[CH:22]=[C:2]([C:28]3[C:27]4[C:31](=[CH:32][C:24]([F:23])=[CH:25][CH:26]=4)[N:30]([C:33]([O:35][C:36]([CH3:39])([CH3:38])[CH3:37])=[O:34])[CH:29]=3)[CH:3]=[CH:4][C:5]=2[S:9]1(=[O:11])=[O:10])=[O:21])([CH3:20])([CH3:19])[CH3:18]. The catalyst class is: 38. (4) Reactant: [CH2:1]([O:3][C:4](=[O:16])/[CH:5]=[CH:6]/[C:7]1[CH:8]=[CH:9][CH:10]=[C:11]2[C:15]=1[NH:14][CH:13]=[CH:12]2)[CH3:2].[H-].[Na+].N1C2C(=CC=CC=2C=O)C=C1. Product: [CH2:1]([O:3][C:4](=[O:16])[CH:5]=[CH:6][C:7]1[CH:8]=[CH:9][CH:10]=[C:11]2[C:15]=1[NH:14][CH:13]=[CH:12]2)[CH3:2]. The catalyst class is: 1. (5) Reactant: OC[C@@H](NC(=O)OC(C)(C)C)C(C)C.C1(=O)NC(=O)C2=CC=CC=C12.C1(P(C2C=CC=CC=2)C2C=CC=CC=2)C=CC=CC=1.N(C(OCC)=O)=NC(OCC)=O.[CH3:57][C:58]([CH3:80])([O:60][C:61]([NH:63][C@@H:64]([CH:77]([CH3:79])[CH3:78])[CH2:65][N:66]1C(=O)C2=CC=CC=C2C1=O)=[O:62])[CH3:59].O.N1C=CN=CC=1. Product: [NH2:66][CH2:65][C@@H:64]([NH:63][C:61](=[O:62])[O:60][C:58]([CH3:57])([CH3:80])[CH3:59])[CH:77]([CH3:79])[CH3:78]. The catalyst class is: 214. (6) Reactant: [NH2:1][C:2]1[CH:3]=[C:4]([CH:16]=[C:17]([C:19]#[C:20][Si](C(C)C)(C(C)C)C(C)C)[CH:18]=1)[C:5]([NH:7][CH2:8][CH2:9][N:10]1[CH2:15][CH2:14][O:13][CH2:12][CH2:11]1)=[O:6].CCCC[N+](CCCC)(CCCC)CCCC.[F-]. Product: [NH2:1][C:2]1[CH:3]=[C:4]([CH:16]=[C:17]([C:19]#[CH:20])[CH:18]=1)[C:5]([NH:7][CH2:8][CH2:9][N:10]1[CH2:15][CH2:14][O:13][CH2:12][CH2:11]1)=[O:6]. The catalyst class is: 25. (7) Reactant: [NH2:1][CH2:2][C:3]1[C:4]([F:21])=[C:5]([O:10][C:11]2[CH:12]=[C:13]([CH:16]=[C:17]([CH:19]=[CH2:20])[CH:18]=2)[C:14]#[N:15])[C:6]([Cl:9])=[CH:7][CH:8]=1.[Cl:22][C:23]1[N:24]=[CH:25][N:26]([CH2:31][O:32][CH2:33][CH2:34][Si:35]([CH3:38])([CH3:37])[CH3:36])[C:27]=1[C:28](O)=[O:29].C1C=CC2N(O)N=NC=2C=1.C(Cl)CCl. Product: [Cl:22][C:23]1[N:24]=[CH:25][N:26]([CH2:31][O:32][CH2:33][CH2:34][Si:35]([CH3:38])([CH3:37])[CH3:36])[C:27]=1[C:28]([NH:1][CH2:2][C:3]1[CH:8]=[CH:7][C:6]([Cl:9])=[C:5]([O:10][C:11]2[CH:18]=[C:17]([CH:19]=[CH2:20])[CH:16]=[C:13]([C:14]#[N:15])[CH:12]=2)[C:4]=1[F:21])=[O:29]. The catalyst class is: 31.